This data is from Forward reaction prediction with 1.9M reactions from USPTO patents (1976-2016). The task is: Predict the product of the given reaction. (1) Given the reactants [CH2:1]([O:8][C:9]1[CH:14]=[CH:13][CH:12]=[C:11]([OH:15])[C:10]=1[C:16](=[O:33])/[CH:17]=[CH:18]/[C:19]1[CH:24]=[CH:23][C:22]([O:25][CH2:26][C:27]2[CH:32]=[CH:31][CH:30]=[CH:29][CH:28]=2)=[CH:21][CH:20]=1)[C:2]1[CH:7]=[CH:6][CH:5]=[CH:4][CH:3]=1.[OH-:34].[Na+].OO.Cl, predict the reaction product. The product is: [CH2:1]([O:8][C:9]1[CH:14]=[CH:13][CH:12]=[C:11]2[C:10]=1[C:16](=[O:33])[C:17]([OH:34])=[C:18]([C:19]1[CH:20]=[CH:21][C:22]([O:25][CH2:26][C:27]3[CH:28]=[CH:29][CH:30]=[CH:31][CH:32]=3)=[CH:23][CH:24]=1)[O:15]2)[C:2]1[CH:7]=[CH:6][CH:5]=[CH:4][CH:3]=1. (2) The product is: [CH3:22][CH:20]([CH3:21])[CH2:19][C@H:18]([NH:17][C:16]([C:64]1[S:60][C:61]2[CH:71]=[CH:70][CH:69]=[CH:68][C:62]=2[CH:63]=1)=[O:35])[C:23](=[O:34])[NH:24][CH:25]1[CH2:31][CH:30]([CH3:32])[CH2:29][N:28]([S:7]([C:54]2[CH:55]=[CH:56][CH:50]=[CH:52][N:53]=2)(=[O:9])=[O:8])[CH2:27][C:26]1=[O:33]. Given the reactants C1([S:7](Cl)(=[O:9])=[O:8])C=CC=CC=1.C(O[C:16](=[O:35])[NH:17][C@H:18]([C:23](=[O:34])[NH:24][CH:25]1[CH2:31][CH:30]([CH3:32])[CH2:29][NH:28][CH2:27][CH:26]1[OH:33])[CH2:19][CH:20]([CH3:22])[CH3:21])(C)(C)C.C(O[C:52](=O)[NH:53][C@H:54](C(=O)N[CH:50]1[CH2:56][CH2:55][CH2:54][NH:53][CH2:52]C1O)[CH2:55][CH:56](C)[CH3:50])(C)(C)C.[S:60]1[C:64](C(O)=O)=[CH:63][C:62]2[CH:68]=[CH:69][CH:70]=[CH:71][C:61]1=2.O1C2C=CC(C(O)=O)=CC=2OC1, predict the reaction product. (3) Given the reactants [F:1][C:2]([F:11])([F:10])[C:3]1[CH:9]=[CH:8][C:6]([NH2:7])=[CH:5][CH:4]=1.C(N(CC)CC)C.[Cl-].ClC1N(C)CC[NH+]1C.[CH3:28][O:29][C:30]1[C:31](=[O:58])[C:32]([CH3:57])=[C:33]([CH2:39][C:40]2[CH:41]=[CH:42][C:43]([O:49][CH2:50][C:51]3[CH:52]=[N:53][CH:54]=[CH:55][CH:56]=3)=[C:44]([CH:48]=2)[C:45](O)=[O:46])[C:34](=[O:38])[C:35]=1[O:36][CH3:37], predict the reaction product. The product is: [CH3:28][O:29][C:30]1[C:31](=[O:58])[C:32]([CH3:57])=[C:33]([CH2:39][C:40]2[CH:41]=[CH:42][C:43]([O:49][CH2:50][C:51]3[CH:52]=[N:53][CH:54]=[CH:55][CH:56]=3)=[C:44]([CH:48]=2)[C:45]([NH:7][C:6]2[CH:8]=[CH:9][C:3]([C:2]([F:10])([F:11])[F:1])=[CH:4][CH:5]=2)=[O:46])[C:34](=[O:38])[C:35]=1[O:36][CH3:37]. (4) Given the reactants CC(OC(/N=N/C(OC(C)C)=O)=O)C.[F:15][C:16]1[CH:17]=[C:18]([OH:26])[CH:19]=[CH:20][C:21]=1[S:22]([CH3:25])(=[O:24])=[O:23].O[CH2:28][CH2:29][C@@H:30]1[CH2:32][C@H:31]1[CH:33]1[CH2:38][CH2:37][N:36]([C:39]([O:41][CH2:42][C:43]2[CH:48]=[CH:47][CH:46]=[CH:45][CH:44]=2)=[O:40])[CH2:35][CH2:34]1.C1(P(C2C=CC=CC=2)C2C=CC=CC=2)C=CC=CC=1, predict the reaction product. The product is: [F:15][C:16]1[CH:17]=[C:18]([CH:19]=[CH:20][C:21]=1[S:22]([CH3:25])(=[O:23])=[O:24])[O:26][CH2:28][CH2:29][C@@H:30]1[CH2:32][C@H:31]1[CH:33]1[CH2:34][CH2:35][N:36]([C:39]([O:41][CH2:42][C:43]2[CH:44]=[CH:45][CH:46]=[CH:47][CH:48]=2)=[O:40])[CH2:37][CH2:38]1. (5) Given the reactants [CH2:1]([C:3]1([C:13]2[C:21]3[C:16](=[C:17]([N+:22]([O-:24])=[O:23])[CH:18]=[CH:19][CH:20]=3)[NH:15][CH:14]=2)[C:11]2[C:6](=[CH:7][C:8]([F:12])=[CH:9][CH:10]=2)[CH2:5][CH2:4]1)[CH3:2].[CH3:25][O-].[Na+].IC, predict the reaction product. The product is: [CH2:1]([C:3]1([C:13]2[C:21]3[C:16](=[C:17]([N+:22]([O-:24])=[O:23])[CH:18]=[CH:19][CH:20]=3)[N:15]([CH3:25])[CH:14]=2)[C:11]2[C:6](=[CH:7][C:8]([F:12])=[CH:9][CH:10]=2)[CH2:5][CH2:4]1)[CH3:2].